From a dataset of Experimentally validated miRNA-target interactions with 360,000+ pairs, plus equal number of negative samples. Binary Classification. Given a miRNA mature sequence and a target amino acid sequence, predict their likelihood of interaction. (1) The miRNA is hsa-miR-523-5p with sequence CUCUAGAGGGAAGCGCUUUCUG. The protein sequence of the target gene is MQPTATMATAAATTATVALTTSWDNATSRPTAEPDPILDNYVLLVVVMSLFVGGTLVVLSGVLLLCKRCWEVHQRFNRAMEEAEKTTTTYLDNGTHPIQDPDCRGEDPEGQDTETERFLATSSTGRRVSFNEAALFEQSRKAQDKGRRYTLTEGDFHHLKNARLTHLHLPPLKIATIHECDSGEASAAATPHPATTSKDSLAIFQPPGKTLTGHSVGPSSALPGGPYNSVDFSEISPSTSSDSGEGISLDAGTRGAKAAGPETVPGEMGTGSSGSGTVLQFFTRLRRHASLDGASPYFKV.... Result: 0 (no interaction). (2) The miRNA is hsa-miR-5010-3p with sequence UUUUGUGUCUCCCAUUCCCCAG. The protein sequence of the target gene is MFLKQPGGCILLQFLGLLGLVGAVTRTYYIGIVEEYWNYVPQGKDVITGKSFSEDKLATLFLERGPNRIGGIYKKAVYRHFTDGSYSTEIPKPPWLGFLGPILRAEVGDVIVIHLMNFASRPFSLHPHGVFYDKDSEGALYPDGTSGRNKEDDMVPPGKNYTYVWPVREEYAPAPADANCLTWVYHSHIDAPKDICSGLIGPLLVCKEGVLNRYSGMRTDVDREFVIMFTLVDENQSWYLDDNIKQFCTNPNSVDKSDAVFQRSNKMHALNGFLFGNMPEPEMCVGESVSWHLFGMGNEI.... Result: 0 (no interaction).